From a dataset of Forward reaction prediction with 1.9M reactions from USPTO patents (1976-2016). Predict the product of the given reaction. (1) Given the reactants [N:1]1([CH2:6][CH2:7][CH2:8][O:9][C:10]2[CH:15]=[CH:14][C:13]([C:16]3([CH2:22][NH2:23])[CH2:21][CH2:20][O:19][CH2:18][CH2:17]3)=[CH:12][CH:11]=2)[CH2:5][CH2:4][CH2:3][CH2:2]1.C(O)(=O)C.C(N(CC)CC)C.[C:35]1(=O)[CH2:39][CH2:38][CH2:37][CH2:36]1, predict the reaction product. The product is: [CH:35]1([NH:23][CH2:22][C:16]2([C:13]3[CH:14]=[CH:15][C:10]([O:9][CH2:8][CH2:7][CH2:6][N:1]4[CH2:5][CH2:4][CH2:3][CH2:2]4)=[CH:11][CH:12]=3)[CH2:17][CH2:18][O:19][CH2:20][CH2:21]2)[CH2:39][CH2:38][CH2:37][CH2:36]1. (2) The product is: [F:1][C:2]1[C:3]([C:11]([OH:13])=[O:12])=[CH:4][C:5]2[N:9]=[N:8][NH:7][C:6]=2[CH:10]=1. Given the reactants [F:1][C:2]1[C:3]([C:11]([O:13]C)=[O:12])=[CH:4][C:5]2[N:9]=[N:8][NH:7][C:6]=2[CH:10]=1.[OH-].[Li+].O, predict the reaction product. (3) The product is: [Br:24][C:10]1[S:9][C:8]([N:5]2[CH2:6][CH2:7][C:2]([F:1])([F:23])[CH2:3][CH2:4]2)=[N:12][C:11]=1[C@@H:13]1[CH2:18][CH2:17][CH2:16][CH2:15][C@H:14]1[C:19]([O:21][CH3:22])=[O:20]. Given the reactants [F:1][C:2]1([F:23])[CH2:7][CH2:6][N:5]([C:8]2[S:9][CH:10]=[C:11]([C@@H:13]3[CH2:18][CH2:17][CH2:16][CH2:15][C@H:14]3[C:19]([O:21][CH3:22])=[O:20])[N:12]=2)[CH2:4][CH2:3]1.[Br:24]Br.[O-]S([O-])=O.[Na+].[Na+], predict the reaction product. (4) Given the reactants [F:1][C:2]([F:32])([F:31])[C:3]1[CH:4]=[CH:5][C:6]2[C:10]([Cl:11])=[C:9]([C:12]([N:14]3[CH2:17][CH:16]([N:18]4[CH2:23][CH2:22][N:21](C(=O)C(F)(F)F)[CH2:20][CH2:19]4)[CH2:15]3)=[O:13])[S:8][C:7]=2[CH:30]=1, predict the reaction product. The product is: [Cl:11][C:10]1[C:6]2[CH:5]=[CH:4][C:3]([C:2]([F:32])([F:1])[F:31])=[CH:30][C:7]=2[S:8][C:9]=1[C:12]([N:14]1[CH2:17][CH:16]([N:18]2[CH2:23][CH2:22][NH:21][CH2:20][CH2:19]2)[CH2:15]1)=[O:13]. (5) Given the reactants [Mg].II.[CH3:4][CH:5]([CH2:16][CH2:17][CH2:18][CH:19]([CH3:21])[CH3:20])[CH2:6][CH2:7][O:8][C:9]1[CH:10]=[C:11](Br)[CH:12]=[CH:13][CH:14]=1.[B:22]([O:27]C)([O:25]C)[O:23]C.S(=O)(=O)(O)O, predict the reaction product. The product is: [CH3:4][CH:5]([CH2:16][CH2:17][CH2:18][CH:19]([CH3:21])[CH3:20])[CH2:6][CH2:7][O:8][C:9]1[CH:10]=[C:11]([O:23][B:22]([OH:27])[OH:25])[CH:12]=[CH:13][CH:14]=1. (6) Given the reactants [CH3:1][C:2]1([CH3:19])[C:11]2[C:6](=[CH:7][CH:8]=[CH:9][CH:10]=2)[N:5]([C:12]2[CH:17]=[CH:16][CH:15]=[CH:14][C:13]=2[NH2:18])[CH2:4][CH2:3]1.[C:20]([N:28]=[C:29]=[S:30])(=[O:27])[C:21]1[CH:26]=[CH:25][CH:24]=[CH:23][CH:22]=1, predict the reaction product. The product is: [C:20]([NH:28][C:29]([NH:18][C:13]1[CH:14]=[CH:15][CH:16]=[CH:17][C:12]=1[N:5]1[C:6]2[C:11](=[CH:10][CH:9]=[CH:8][CH:7]=2)[C:2]([CH3:19])([CH3:1])[CH2:3][CH2:4]1)=[S:30])(=[O:27])[C:21]1[CH:26]=[CH:25][CH:24]=[CH:23][CH:22]=1. (7) Given the reactants Br[C:2]1[C:3]([O:10][CH3:11])=[C:4]([CH:7]=[CH:8][CH:9]=1)[C:5]#[N:6].[N:12]1[CH:17]=[CH:16][C:15](B(O)O)=[CH:14][CH:13]=1.C([O-])([O-])=O.[Na+].[Na+], predict the reaction product. The product is: [CH3:11][O:10][C:3]1[C:2]([C:15]2[CH:16]=[CH:17][N:12]=[CH:13][CH:14]=2)=[CH:9][CH:8]=[CH:7][C:4]=1[C:5]#[N:6]. (8) Given the reactants CI.[CH3:3][C:4]1([CH3:12])[NH:8][C:7](=[O:9])[C:6]([CH3:11])([CH3:10])[NH:5]1.[CH3:13]C(C)([O-])C.[K+], predict the reaction product. The product is: [CH3:3][C:4]1([CH3:12])[N:8]([CH3:13])[C:7](=[O:9])[C:6]([CH3:11])([CH3:10])[NH:5]1. (9) Given the reactants Cl[C:2]1[CH:3]=[CH:4][C:5]2[N:6]([C:8]([C:11]3[CH:16]=[CH:15][CH:14]=[C:13]([O:17][C:18]([F:21])([F:20])[F:19])[CH:12]=3)=[CH:9][N:10]=2)[N:7]=1.[CH2:22]([N:24]1[CH2:29][CH2:28][CH:27]([CH2:30][NH2:31])[CH2:26][CH2:25]1)[CH3:23].CC(C)([O-])C.[Na+].C1C=CC(P(C2C(C3C(P(C4C=CC=CC=4)C4C=CC=CC=4)=CC=C4C=3C=CC=C4)=C3C(C=CC=C3)=CC=2)C2C=CC=CC=2)=CC=1, predict the reaction product. The product is: [CH2:22]([N:24]1[CH2:29][CH2:28][CH:27]([CH2:30][NH:31][C:2]2[CH:3]=[CH:4][C:5]3[N:6]([C:8]([C:11]4[CH:16]=[CH:15][CH:14]=[C:13]([O:17][C:18]([F:21])([F:20])[F:19])[CH:12]=4)=[CH:9][N:10]=3)[N:7]=2)[CH2:26][CH2:25]1)[CH3:23].